This data is from Full USPTO retrosynthesis dataset with 1.9M reactions from patents (1976-2016). The task is: Predict the reactants needed to synthesize the given product. (1) Given the product [CH3:13][O:12][C:8]1[CH:9]=[C:10]2[C:5](=[CH:6][CH:7]=1)[C:4]1[N:19]([CH2:18][CH:17]([NH2:16])[CH3:21])[N:20]=[CH:2][C:3]=1[CH2:11]2, predict the reactants needed to synthesize it. The reactants are: O[CH:2]=[C:3]1[CH2:11][C:10]2[C:5](=[CH:6][CH:7]=[C:8]([O:12][CH3:13])[CH:9]=2)[C:4]1=O.Cl.[NH2:16][CH:17]([CH3:21])[CH2:18][NH:19][NH2:20].C([O-])(O)=O.[Na+]. (2) The reactants are: [CH2:1]([N:3]1[C:12]2[C:11](=[N:13][C:14]#[N:15])[NH:10][CH2:9][C:8]([C:16]3[CH:21]=[CH:20][C:19]([O:22]C)=[CH:18][CH:17]=3)=[N:7][C:6]=2[C:5]([CH3:24])=[N:4]1)[CH3:2].B(Br)(Br)Br. Given the product [CH2:1]([N:3]1[C:12]2[C:11](=[N:13][C:14]#[N:15])[NH:10][CH2:9][C:8]([C:16]3[CH:17]=[CH:18][C:19]([OH:22])=[CH:20][CH:21]=3)=[N:7][C:6]=2[C:5]([CH3:24])=[N:4]1)[CH3:2], predict the reactants needed to synthesize it. (3) Given the product [CH3:1][NH:2][C:5]([C@@H:7]1[O:11][C:10](=[O:12])[N:9]([C:13]2[CH:14]=[C:15]3[C:19](=[CH:20][CH:21]=2)[N:18]([CH2:22][CH2:23][CH3:24])[C:17](=[O:25])[CH2:16]3)[CH2:8]1)=[O:4], predict the reactants needed to synthesize it. The reactants are: [CH3:1][NH2:2].C[O:4][C:5]([CH:7]1[O:11][C:10](=[O:12])[N:9]([C:13]2[CH:14]=[C:15]3[C:19](=[CH:20][CH:21]=2)[N:18]([CH2:22][CH2:23][CH3:24])[C:17](=[O:25])[CH2:16]3)[CH2:8]1)=O. (4) Given the product [Cl:21][C:22]1[CH:27]=[C:26]([C:28]2([C:30]([F:31])([F:32])[F:33])[S:17][N:16]=[C:15]([C:13]3[CH:12]=[CH:11][C:3]([C:4]([O:6][C:7]([CH3:8])([CH3:9])[CH3:10])=[O:5])=[C:2]([CH3:1])[CH:14]=3)[CH2:29]2)[CH:25]=[C:24]([Cl:34])[CH:23]=1, predict the reactants needed to synthesize it. The reactants are: [CH3:1][C:2]1[CH:14]=[C:13]([C:15]2OC(=O)[S:17][N:16]=2)[CH:12]=[CH:11][C:3]=1[C:4]([O:6][C:7]([CH3:10])([CH3:9])[CH3:8])=[O:5].[Cl:21][C:22]1[CH:27]=[C:26]([C:28]([C:30]([F:33])([F:32])[F:31])=[CH2:29])[CH:25]=[C:24]([Cl:34])[CH:23]=1. (5) The reactants are: [NH2:1][C:2]1[N:3]([CH2:18][CH3:19])[C:4]2[C:9]([C:10](=[O:16])[C:11]=1[C:12]([NH:14][CH3:15])=[O:13])=[CH:8][CH:7]=[C:6](Cl)[N:5]=2.[CH:20]1([C:23]([OH:29])([C:27]#[CH:28])[CH2:24][O:25][CH3:26])[CH2:22][CH2:21]1. Given the product [NH2:1][C:2]1[N:3]([CH2:18][CH3:19])[C:4]2[C:9]([C:10](=[O:16])[C:11]=1[C:12]([NH:14][CH3:15])=[O:13])=[CH:8][CH:7]=[C:6]([C:28]#[C:27][C:23]([CH:20]1[CH2:22][CH2:21]1)([OH:29])[CH2:24][O:25][CH3:26])[N:5]=2, predict the reactants needed to synthesize it. (6) Given the product [NH2:1][C:2]1[CH:7]=[C:6]([CH3:8])[CH:5]=[CH:4][C:3]=1[NH:9][C:10](=[O:18])[C:11]1[CH:16]=[CH:15][C:14]([NH:21][CH2:20][CH2:19][NH2:22])=[N:13][CH:12]=1, predict the reactants needed to synthesize it. The reactants are: [NH2:1][C:2]1[CH:7]=[C:6]([CH3:8])[CH:5]=[CH:4][C:3]=1[NH:9][C:10](=[O:18])[C:11]1[CH:16]=[CH:15][C:14](Cl)=[N:13][CH:12]=1.[CH2:19]([NH2:22])[CH2:20][NH2:21]. (7) Given the product [N+:27]([C:24]1[CH:25]=[CH:26][C:21]([N:19]2[CH:20]=[C:16]([CH2:15][NH:14][C:12](=[O:13])[C@@H:11]([NH:10][C:9]([C@H:8]3[O:7][C@@H:6]3[C:4]([OH:5])=[O:3])=[O:36])[CH2:30][C:31]3[N:32]=[CH:33][S:34][CH:35]=3)[N:17]=[N:18]2)=[CH:22][CH:23]=1)([O-:29])=[O:28], predict the reactants needed to synthesize it. The reactants are: C([O:3][C:4]([C@@H:6]1[C@@H:8]([C:9](=[O:36])[NH:10][C@@H:11]([CH2:30][C:31]2[N:32]=[CH:33][S:34][CH:35]=2)[C:12]([NH:14][CH2:15][C:16]2[N:17]=[N:18][N:19]([C:21]3[CH:26]=[CH:25][C:24]([N+:27]([O-:29])=[O:28])=[CH:23][CH:22]=3)[CH:20]=2)=[O:13])[O:7]1)=[O:5])C.[Li+].[OH-]. (8) Given the product [CH2:21]([O:20][C:18](=[O:19])[CH2:17][O:1][CH:2]1[CH2:3][CH2:4][N:5]([C:8]([O:10][C:11]([CH3:14])([CH3:13])[CH3:12])=[O:9])[CH2:6][CH2:7]1)[CH3:22], predict the reactants needed to synthesize it. The reactants are: [OH:1][CH:2]1[CH2:7][CH2:6][N:5]([C:8]([O:10][C:11]([CH3:14])([CH3:13])[CH3:12])=[O:9])[CH2:4][CH2:3]1.[N+](=[CH:17][C:18]([O:20][CH2:21][CH3:22])=[O:19])=[N-].